Dataset: Full USPTO retrosynthesis dataset with 1.9M reactions from patents (1976-2016). Task: Predict the reactants needed to synthesize the given product. Given the product [Cl:33][C:34]1[C:35]([CH2:63][N:64]2[CH2:68][CH2:67][C@@H:66]([NH:69][CH3:70])[CH2:65]2)=[C:36]([O:58][C:59]([F:61])([F:60])[F:62])[CH:37]=[C:38]2[C:43]=1[N:42]=[CH:41][N:40]([CH2:44][C:45]1[CH:50]=[C:49]([Cl:51])[CH:48]=[CH:47][C:46]=1[S:52]([CH2:55][CH3:56])(=[O:54])=[O:53])[C:39]2=[O:57], predict the reactants needed to synthesize it. The reactants are: ClC1C(C=O)=C(OC(F)(F)F)C=C2C=1N=CN(CC1C=C(Cl)C=CC=1S(CC)(=O)=O)C2=O.[Cl:33][C:34]1[C:35]([CH2:63][N:64]2[CH2:68][CH2:67][C@@H:66]([NH:69][C:70](=O)OC(C)(C)C)[CH2:65]2)=[C:36]([O:58][C:59]([F:62])([F:61])[F:60])[CH:37]=[C:38]2[C:43]=1[N:42]=[CH:41][N:40]([CH2:44][C:45]1[CH:50]=[C:49]([Cl:51])[CH:48]=[CH:47][C:46]=1[S:52]([CH2:55][CH3:56])(=[O:54])=[O:53])[C:39]2=[O:57].CN([C@@H]1CCNC1)C(=O)OC(C)(C)C.